From a dataset of NCI-60 drug combinations with 297,098 pairs across 59 cell lines. Regression. Given two drug SMILES strings and cell line genomic features, predict the synergy score measuring deviation from expected non-interaction effect. (1) Drug 1: CS(=O)(=O)C1=CC(=C(C=C1)C(=O)NC2=CC(=C(C=C2)Cl)C3=CC=CC=N3)Cl. Drug 2: CN(C(=O)NC(C=O)C(C(C(CO)O)O)O)N=O. Cell line: SN12C. Synergy scores: CSS=-3.99, Synergy_ZIP=-1.45, Synergy_Bliss=-6.37, Synergy_Loewe=-6.31, Synergy_HSA=-6.26. (2) Drug 1: CS(=O)(=O)C1=CC(=C(C=C1)C(=O)NC2=CC(=C(C=C2)Cl)C3=CC=CC=N3)Cl. Drug 2: CC1CCC2CC(C(=CC=CC=CC(CC(C(=O)C(C(C(=CC(C(=O)CC(OC(=O)C3CCCCN3C(=O)C(=O)C1(O2)O)C(C)CC4CCC(C(C4)OC)OCCO)C)C)O)OC)C)C)C)OC. Cell line: SF-268. Synergy scores: CSS=29.6, Synergy_ZIP=11.1, Synergy_Bliss=12.2, Synergy_Loewe=-3.99, Synergy_HSA=10.2. (3) Synergy scores: CSS=31.8, Synergy_ZIP=-3.52, Synergy_Bliss=-3.17, Synergy_Loewe=-26.9, Synergy_HSA=-1.21. Drug 1: CS(=O)(=O)C1=CC(=C(C=C1)C(=O)NC2=CC(=C(C=C2)Cl)C3=CC=CC=N3)Cl. Drug 2: CC1C(C(CC(O1)OC2CC(CC3=C2C(=C4C(=C3O)C(=O)C5=CC=CC=C5C4=O)O)(C(=O)C)O)N)O. Cell line: KM12. (4) Drug 1: CC12CCC(CC1=CCC3C2CCC4(C3CC=C4C5=CN=CC=C5)C)O. Drug 2: C1CN1P(=S)(N2CC2)N3CC3. Cell line: SK-MEL-28. Synergy scores: CSS=5.59, Synergy_ZIP=-1.12, Synergy_Bliss=-0.0672, Synergy_Loewe=-2.24, Synergy_HSA=-1.99. (5) Drug 1: C1C(C(OC1N2C=NC3=C(N=C(N=C32)Cl)N)CO)O. Drug 2: CC(C)NC(=O)C1=CC=C(C=C1)CNNC.Cl. Synergy scores: CSS=39.5, Synergy_ZIP=0.204, Synergy_Bliss=-1.66, Synergy_Loewe=-29.1, Synergy_HSA=-1.87. Cell line: COLO 205. (6) Drug 1: C1CCC(C1)C(CC#N)N2C=C(C=N2)C3=C4C=CNC4=NC=N3. Drug 2: CNC(=O)C1=CC=CC=C1SC2=CC3=C(C=C2)C(=NN3)C=CC4=CC=CC=N4. Cell line: LOX IMVI. Synergy scores: CSS=2.50, Synergy_ZIP=-3.17, Synergy_Bliss=-4.76, Synergy_Loewe=-2.50, Synergy_HSA=-2.23. (7) Drug 1: CCCCCOC(=O)NC1=NC(=O)N(C=C1F)C2C(C(C(O2)C)O)O. Drug 2: C1=NNC2=C1C(=O)NC=N2. Cell line: OVCAR-5. Synergy scores: CSS=11.5, Synergy_ZIP=-4.40, Synergy_Bliss=-2.97, Synergy_Loewe=0.725, Synergy_HSA=1.15.